Task: Predict which catalyst facilitates the given reaction.. Dataset: Catalyst prediction with 721,799 reactions and 888 catalyst types from USPTO (1) The catalyst class is: 171. Reactant: [N:1]1([C:7]2[CH:8]=[C:9]([CH:14]=[C:15]([N+:17]([O-])=O)[CH:16]=2)[C:10]([NH:12][CH3:13])=[O:11])[CH2:6][CH2:5][O:4][CH2:3][CH2:2]1.[H][H]. Product: [NH2:17][C:15]1[CH:14]=[C:9]([CH:8]=[C:7]([N:1]2[CH2:2][CH2:3][O:4][CH2:5][CH2:6]2)[CH:16]=1)[C:10]([NH:12][CH3:13])=[O:11]. (2) Reactant: Cl[C:2]1[CH:3]=[CH:4][C:5]([N+:9]([O-:11])=[O:10])=[C:6]([CH:8]=1)[NH2:7].[N:12]1([CH2:18][C:19]2[S:23][C:22](B(O)O)=[CH:21][CH:20]=2)[CH2:17][CH2:16][O:15][CH2:14][CH2:13]1.C([O-])([O-])=O.[Na+].[Na+]. Product: [N:12]1([CH2:18][C:19]2[S:23][C:22]([C:2]3[CH:3]=[CH:4][C:5]([N+:9]([O-:11])=[O:10])=[C:6]([CH:8]=3)[NH2:7])=[CH:21][CH:20]=2)[CH2:13][CH2:14][O:15][CH2:16][CH2:17]1. The catalyst class is: 104. (3) Reactant: Cl.[Cl:2][C:3]1[CH:4]=[C:5]([C:10]2([C:23]([F:26])([F:25])[F:24])[O:14][N:13]=[C:12]([C:15]3[CH:16]=[C:17]([CH:20]=[CH:21][CH:22]=3)[CH2:18][NH2:19])[CH2:11]2)[CH:6]=[C:7]([Cl:9])[CH:8]=1.C(N(CC)CC)C.[C:34](Cl)(=[O:36])[CH3:35]. Product: [Cl:2][C:3]1[CH:4]=[C:5]([C:10]2([C:23]([F:24])([F:26])[F:25])[O:14][N:13]=[C:12]([C:15]3[CH:16]=[C:17]([CH:20]=[CH:21][CH:22]=3)[CH2:18][NH:19][C:34](=[O:36])[CH3:35])[CH2:11]2)[CH:6]=[C:7]([Cl:9])[CH:8]=1. The catalyst class is: 2. (4) Reactant: [F:1][C:2]1[CH:16]=[CH:15][CH:14]=[CH:13][C:3]=1[CH2:4][NH:5][N:6]=[CH:7][C:8]([O:10][CH2:11][CH3:12])=[O:9].[Cl:17]N1C(=O)CCC1=O. Product: [Cl:17][C:7](=[N:6][NH:5][CH2:4][C:3]1[CH:13]=[CH:14][CH:15]=[CH:16][C:2]=1[F:1])[C:8]([O:10][CH2:11][CH3:12])=[O:9]. The catalyst class is: 8. (5) Reactant: [CH:1]1([CH2:4][OH:5])[CH2:3][CH2:2]1.[Cl:6][C:7]1[C:12](O)=[CH:11][C:10]([NH:14][C:15](=[O:21])[O:16][C:17]([CH3:20])([CH3:19])[CH3:18])=[C:9]([CH:22]=[O:23])[CH:8]=1.C1(P(C2C=CC=CC=2)C2C=CC=CC=2)C=CC=CC=1.CC(OC(/N=N/C(OC(C)C)=O)=O)C. Product: [Cl:6][C:7]1[C:12]([O:5][CH2:4][CH:1]2[CH2:3][CH2:2]2)=[CH:11][C:10]([NH:14][C:15](=[O:21])[O:16][C:17]([CH3:18])([CH3:19])[CH3:20])=[C:9]([CH:22]=[O:23])[CH:8]=1. The catalyst class is: 1. (6) The catalyst class is: 14. Reactant: [C:1]([C:3](=[C:7](SC)SC)[C:4]([NH2:6])=[O:5])#[N:2].[NH2:12][C:13]1[CH:14]=[C:15]([CH:18]=[CH:19][CH:20]=1)[C:16]#[N:17].O.[NH2:22][NH2:23]. Product: [NH2:2][C:1]1[NH:23][N:22]=[C:7]([NH:12][C:13]2[CH:20]=[CH:19][CH:18]=[C:15]([C:16]#[N:17])[CH:14]=2)[C:3]=1[C:4]([NH2:6])=[O:5]. (7) Reactant: [CH2:1]([O:13][C:14]1[CH:21]=[CH:20][C:17]([CH:18]=O)=[CH:16][CH:15]=1)[CH2:2][CH2:3][CH2:4][CH2:5][CH2:6][CH2:7][CH2:8][CH2:9][CH2:10][CH2:11][CH3:12].[NH2:22][C:23]1[CH:28]=[CH:27][CH:26]=[CH:25][C:24]=1[SH:29].CS(C)=O. Product: [CH2:1]([O:13][C:14]1[CH:21]=[CH:20][C:17]([C:18]2[S:29][C:24]3[CH:25]=[CH:26][CH:27]=[CH:28][C:23]=3[N:22]=2)=[CH:16][CH:15]=1)[CH2:2][CH2:3][CH2:4][CH2:5][CH2:6][CH2:7][CH2:8][CH2:9][CH2:10][CH2:11][CH3:12]. The catalyst class is: 6. (8) Reactant: CC[C@H]1[C@H]2C[C@H]([C@H](OC3C4C(=CC=CC=4)C(O[C@H](C4C=CN=C5C=4C=C(OC)C=C5)[C@@H]4N5C[C@H](CC)[C@@H](CC5)C4)=NN=3)C3C=CN=C4C=3C=C([O:22]C)C=C4)N(CC2)C1.[CH:59]([C:61]1[CH:62]=[C:63]([CH:69]([CH2:76][CH3:77])[CH2:70][C:71]([O:73][CH2:74][CH3:75])=[O:72])[CH:64]=[C:65]([F:68])[C:66]=1[F:67])=[CH2:60].S([O-])([O-])=O.[Na+].[Na+].[OH2:84]. Product: [OH:84][C@@H:59]([C:61]1[CH:62]=[C:63]([CH:69]([CH2:76][CH3:77])[CH2:70][C:71]([O:73][CH2:74][CH3:75])=[O:72])[CH:64]=[C:65]([F:68])[C:66]=1[F:67])[CH2:60][OH:22]. The catalyst class is: 218. (9) Reactant: [Cl:1][C:2]1[NH:10][C:9]2[C:8](=[O:11])[N:7]([CH3:12])[C:6](=[O:13])[N:5]([CH3:14])[C:4]=2[N:3]=1.C(=O)([O-])[O-].[K+].[K+].Br[CH2:22][C:23]1[CH:28]=[CH:27][C:26]([Cl:29])=[CH:25][CH:24]=1. Product: [Cl:1][C:2]1[N:10]([CH2:22][C:23]2[CH:28]=[CH:27][C:26]([Cl:29])=[CH:25][CH:24]=2)[C:9]2[C:8](=[O:11])[N:7]([CH3:12])[C:6](=[O:13])[N:5]([CH3:14])[C:4]=2[N:3]=1. The catalyst class is: 18. (10) Reactant: [CH3:1][O:2][C:3](=[O:24])[CH2:4][O:5][C:6]1([C:18]2[CH:23]=[CH:22][CH:21]=[CH:20][CH:19]=2)[CH2:10][CH2:9][N:8](C(OC(C)(C)C)=O)[CH2:7]1.Cl. Product: [CH3:1][O:2][C:3](=[O:24])[CH2:4][O:5][C:6]1([C:18]2[CH:23]=[CH:22][CH:21]=[CH:20][CH:19]=2)[CH2:10][CH2:9][NH:8][CH2:7]1. The catalyst class is: 12.